This data is from Forward reaction prediction with 1.9M reactions from USPTO patents (1976-2016). The task is: Predict the product of the given reaction. (1) Given the reactants [N+:1]([C:4]1[N:9]=[CH:8][C:7]([O:10][C:11]2[CH:12]=[C:13]([NH:17][C:18](=[O:24])[O:19][C:20]([CH3:23])([CH3:22])[CH3:21])[CH:14]=[CH:15][CH:16]=2)=[CH:6][CH:5]=1)([O-])=O, predict the reaction product. The product is: [NH2:1][C:4]1[N:9]=[CH:8][C:7]([O:10][C:11]2[CH:12]=[C:13]([NH:17][C:18](=[O:24])[O:19][C:20]([CH3:22])([CH3:21])[CH3:23])[CH:14]=[CH:15][CH:16]=2)=[CH:6][CH:5]=1. (2) Given the reactants [CH2:1]([O:3][C:4](=[O:39])[CH:5]=[CH:6][C:7]1[CH:11]=[CH:10][O:9][C:8]=1[C:12](=[O:38])[CH2:13][CH:14]1[CH2:19][CH2:18][C:17]([S:28]([C:31]2[CH:36]=[CH:35][C:34]([Cl:37])=[CH:33][CH:32]=2)(=[O:30])=[O:29])([C:20]2[CH:25]=[C:24]([F:26])[CH:23]=[CH:22][C:21]=2[F:27])[CH2:16][CH2:15]1)[CH3:2], predict the reaction product. The product is: [CH2:1]([O:3][C:4](=[O:39])[CH2:5][CH2:6][C:7]1[CH:11]=[CH:10][O:9][C:8]=1[C:12](=[O:38])[CH2:13][CH:14]1[CH2:19][CH2:18][C:17]([S:28]([C:31]2[CH:36]=[CH:35][C:34]([Cl:37])=[CH:33][CH:32]=2)(=[O:29])=[O:30])([C:20]2[CH:25]=[C:24]([F:26])[CH:23]=[CH:22][C:21]=2[F:27])[CH2:16][CH2:15]1)[CH3:2]. (3) Given the reactants [CH3:1][CH:2]([C:9]1[CH:14]=[CH:13][CH:12]=[CH:11][C:10]=1[OH:15])[C:3]#[C:4][Si:5]([CH3:8])([CH3:7])[CH3:6].N1C=CC=CC=1.[O:22](S(C(F)(F)F)(=O)=O)[S:23]([C:26]([F:29])([F:28])[F:27])(=O)=[O:24], predict the reaction product. The product is: [CH3:1][CH:2]([C:9]1[CH:14]=[CH:13][CH:12]=[CH:11][C:10]=1[O:15][S:23]([C:26]([F:29])([F:28])[F:27])(=[O:24])=[O:22])[C:3]#[C:4][Si:5]([CH3:8])([CH3:6])[CH3:7].